From a dataset of Forward reaction prediction with 1.9M reactions from USPTO patents (1976-2016). Predict the product of the given reaction. (1) The product is: [CH2:57]([N:36]([CH2:34][CH3:35])[CH2:37][CH2:38][NH:39][C:40]([C:42]1[C:55]2[C:46](=[N:47][C:16]3[C:11]([N:10]=2)=[CH:12][CH:13]=[C:14]([Sn:19]([CH2:20][CH2:21][CH2:22][CH3:23])([CH2:24][CH2:25][CH2:26][CH3:27])[CH2:28][CH2:29][CH2:30][CH3:31])[CH:15]=3)[CH:45]=[CH:44][CH:43]=1)=[O:41])[CH3:58]. Given the reactants C(N(CC)CCNC(C1C=C[C:16]2[C:11](=[CH:12][CH:13]=[C:14]([Sn:19]([CH2:28][CH2:29][CH2:30][CH3:31])([CH2:24][CH2:25][CH2:26][CH3:27])[CH2:20][CH2:21][CH2:22][CH3:23])[CH:15]=2)[N:10]=1)=O)C.[CH2:34]([N:36]([CH2:57][CH3:58])[CH2:37][CH2:38][NH:39][C:40]([C:42]1[C:55]2[C:46](=[N:47]C3C(N=2)=CC=C(Br)C=3)[CH:45]=[CH:44][CH:43]=1)=[O:41])[CH3:35], predict the reaction product. (2) Given the reactants C(S[C:9]1[CH:10]=[C:11]2[C:16](=[CH:17][C:18]=1[F:19])[C:15]([C:20]1[C:25]([O:26][CH3:27])=[CH:24][C:23]([C:28]3[CH:33]=[CH:32][CH:31]=[C:30]([F:34])[CH:29]=3)=[C:22]([Cl:35])[CH:21]=1)=[N:14][CH:13]=[CH:12]2)C1C=CC=CC=1.ClN1C(C)(C)C(=O)N(Cl)C1=O.[S:47](Cl)(Cl)(=[O:49])=[O:48].[F:52][C:53]1[C:58]([F:59])=[C:57]([F:60])[C:56]([F:61])=[C:55]([F:62])[C:54]=1[OH:63].C(N(CC)CC)C, predict the reaction product. The product is: [Cl:35][C:22]1[CH:21]=[C:20]([C:15]2[C:16]3[C:11](=[CH:10][C:9]([S:47]([O:63][C:54]4[C:53]([F:52])=[C:58]([F:59])[C:57]([F:60])=[C:56]([F:61])[C:55]=4[F:62])(=[O:49])=[O:48])=[C:18]([F:19])[CH:17]=3)[CH:12]=[CH:13][N:14]=2)[C:25]([O:26][CH3:27])=[CH:24][C:23]=1[C:28]1[CH:33]=[CH:32][CH:31]=[C:30]([F:34])[CH:29]=1. (3) Given the reactants [Br:1][C:2]1[C:3]([CH3:17])=[CH:4][C:5]2[O:10][C:9]([CH3:12])([CH3:11])[C:8](=[O:13])[N:7]([CH2:14][CH3:15])[C:6]=2[CH:16]=1.[CH2:18](I)CC, predict the reaction product. The product is: [Br:1][C:2]1[C:3]([CH3:17])=[CH:4][C:5]2[O:10][C:9]([CH3:12])([CH3:11])[C:8](=[O:13])[N:7]([CH:14]([CH3:18])[CH3:15])[C:6]=2[CH:16]=1. (4) Given the reactants [CH:1]1([N:6]2[CH2:12][C:11]([F:14])([F:13])[C:10](=[O:15])[N:9]([CH3:16])[C:8]3[CH:17]=[N:18][C:19]([NH:21][C:22]4[CH:30]=[CH:29][C:25]([C:26]([OH:28])=O)=[CH:24][C:23]=4[O:31][CH3:32])=[N:20][C:7]2=3)[CH2:5][CH2:4][CH2:3][CH2:2]1.CN(C(ON1N=[N:48][C:43]2[CH:44]=[CH:45][CH:46]=[N:47][C:42]1=2)=[N+](C)C)C.F[P-](F)(F)(F)(F)F.N[C@H]1CCCN(C(OC(C)(C)C)=O)C1, predict the reaction product. The product is: [CH:1]1([N:6]2[CH2:12][C:11]([F:13])([F:14])[C:10](=[O:15])[N:9]([CH3:16])[C:8]3[CH:17]=[N:18][C:19]([NH:21][C:22]4[CH:30]=[CH:29][C:25]([C:26]([NH:48][C@H:43]5[CH2:44][CH2:45][CH2:46][NH:47][CH2:42]5)=[O:28])=[CH:24][C:23]=4[O:31][CH3:32])=[N:20][C:7]2=3)[CH2:5][CH2:4][CH2:3][CH2:2]1. (5) Given the reactants [C:1]([O-])([O-])=O.[K+].[K+].[NH:7]1[CH2:12][CH2:11]O[CH2:9][CH2:8]1.[CH:13]1[CH:14]=[C:15]2[C:20]3=[C:21]([O:23][C:24]4([C:31]5[CH:32]=[CH:33][CH:34]=[C:35]([O:36][CH2:37]C6C=COC=6)[C:30]=5[C:28](=[O:29])[CH:27]=[CH:26]4)[O:25][C:19]3=[CH:18][CH:17]=[CH:16]2)[CH:22]=1.O, predict the reaction product. The product is: [CH:1]1[CH:9]=[CH:8][N:7]=[C:12]([CH2:37][O:36][C:35]2[C:30]3[C:28]([CH:27]=[CH:26][C:24]4([O:25][C:19]5=[CH:18][CH:17]=[CH:16][C:15]6[C:20]5=[C:21]([CH:22]=[CH:13][CH:14]=6)[O:23]4)[C:31]=3[CH:32]=[CH:33][CH:34]=2)=[O:29])[CH:11]=1.